Task: Predict the reaction yield, written as a fraction of the theoretical maximum amount of product (1.0 means a 100% yield; for example, 0.34 means a 34% yield).. Dataset: Reaction yield outcomes from USPTO patents with 853,638 reactions (1) The reactants are CC1(C)C(C)(C)OB([C:9]2[CH:18]=[CH:17][C:12]([C:13]([O:15][CH3:16])=[O:14])=[CH:11][CH:10]=2)O1.Br[C:21]1[N:25]=[CH:24][N:23]([C:26]2[CH:31]=[CH:30][C:29]([O:32][C:33]([F:39])([F:38])[C:34]([F:37])([F:36])[F:35])=[CH:28][CH:27]=2)[N:22]=1.C([O-])(O)=O.[Na+].O1CCOCC1. The catalyst is C1C=CC([P]([Pd]([P](C2C=CC=CC=2)(C2C=CC=CC=2)C2C=CC=CC=2)([P](C2C=CC=CC=2)(C2C=CC=CC=2)C2C=CC=CC=2)[P](C2C=CC=CC=2)(C2C=CC=CC=2)C2C=CC=CC=2)(C2C=CC=CC=2)C2C=CC=CC=2)=CC=1.O. The yield is 0.620. The product is [F:39][C:33]([F:38])([O:32][C:29]1[CH:30]=[CH:31][C:26]([N:23]2[CH:24]=[N:25][C:21]([C:9]3[CH:10]=[CH:11][C:12]([C:13]([O:15][CH3:16])=[O:14])=[CH:17][CH:18]=3)=[N:22]2)=[CH:27][CH:28]=1)[C:34]([F:37])([F:36])[F:35]. (2) The reactants are [OH-].[Li+].[C:3]1([CH3:30])[CH:8]=[C:7]([CH3:9])[CH:6]=[C:5]([CH3:10])[C:4]=1[S:11]([N:14]1[C:23]2[C:18](=[CH:19][CH:20]=[CH:21][CH:22]=2)[NH:17][C:16](=[O:24])[CH:15]1[CH2:25][C:26]([O:28]C)=[O:27])(=[O:13])=[O:12]. The catalyst is O.C(O)C. The product is [C:3]1([CH3:30])[CH:8]=[C:7]([CH3:9])[CH:6]=[C:5]([CH3:10])[C:4]=1[S:11]([N:14]1[C:23]2[C:18](=[CH:19][CH:20]=[CH:21][CH:22]=2)[NH:17][C:16](=[O:24])[CH:15]1[CH2:25][C:26]([OH:28])=[O:27])(=[O:12])=[O:13]. The yield is 0.700. (3) The reactants are [F:1][C:2]1[CH:7]=[CH:6][CH:5]=[CH:4][C:3]=1[C:8]1[N:13]=[C:12]2[NH:14][CH:15]=[C:16]([C:17]#[N:18])[C:11]2=[CH:10][CH:9]=1.[C:19]([C:23]1[CH:24]=[C:25]2[C:30](=[C:31]([F:33])[CH:32]=1)[C:29](=[O:34])[N:28]([C:35]1[C:43]3[CH2:42][O:41]B(O)[C:39]=3[CH:38]=[CH:37][CH:36]=1)[N:27]=[CH:26]2)([CH3:22])([CH3:21])[CH3:20].N1C=CC=CC=1.[NH4+].[Cl-]. The catalyst is C([O-])(=O)C.[Cu+2].C([O-])(=O)C.ClCCCl. The product is [C:19]([C:23]1[CH:24]=[C:25]2[C:30](=[C:31]([F:33])[CH:32]=1)[C:29](=[O:34])[N:28]([C:35]1[C:43]([CH2:42][OH:41])=[C:39]([N:14]3[C:12]4=[N:13][C:8]([C:3]5[CH:4]=[CH:5][CH:6]=[CH:7][C:2]=5[F:1])=[CH:9][CH:10]=[C:11]4[C:16]([C:17]#[N:18])=[CH:15]3)[CH:38]=[CH:37][CH:36]=1)[N:27]=[CH:26]2)([CH3:22])([CH3:20])[CH3:21]. The yield is 0.130.